This data is from NCI-60 drug combinations with 297,098 pairs across 59 cell lines. The task is: Regression. Given two drug SMILES strings and cell line genomic features, predict the synergy score measuring deviation from expected non-interaction effect. (1) Drug 1: CN(C)N=NC1=C(NC=N1)C(=O)N. Drug 2: CC12CCC3C(C1CCC2O)C(CC4=C3C=CC(=C4)O)CCCCCCCCCS(=O)CCCC(C(F)(F)F)(F)F. Cell line: HCT116. Synergy scores: CSS=8.67, Synergy_ZIP=-0.323, Synergy_Bliss=1.58, Synergy_Loewe=2.34, Synergy_HSA=2.88. (2) Drug 1: C1CCC(C1)C(CC#N)N2C=C(C=N2)C3=C4C=CNC4=NC=N3. Drug 2: C(CCl)NC(=O)N(CCCl)N=O. Cell line: SK-MEL-5. Synergy scores: CSS=-9.52, Synergy_ZIP=11.2, Synergy_Bliss=6.66, Synergy_Loewe=-15.8, Synergy_HSA=-12.5. (3) Drug 1: CC12CCC3C(C1CCC2NC(=O)OCC(F)(F)F)CCC4C3(C=CC(=O)N4C)C. Drug 2: C1=CC=C(C=C1)NC(=O)CCCCCCC(=O)NO. Cell line: NCI-H460. Synergy scores: CSS=46.3, Synergy_ZIP=-1.40, Synergy_Bliss=-2.08, Synergy_Loewe=-17.7, Synergy_HSA=1.71. (4) Drug 1: CC1=C(C=C(C=C1)NC(=O)C2=CC=C(C=C2)CN3CCN(CC3)C)NC4=NC=CC(=N4)C5=CN=CC=C5. Drug 2: C1CN(CCN1C(=O)CCBr)C(=O)CCBr. Cell line: CCRF-CEM. Synergy scores: CSS=59.0, Synergy_ZIP=-4.09, Synergy_Bliss=-2.67, Synergy_Loewe=-0.660, Synergy_HSA=1.28. (5) Drug 1: CN(C)C1=NC(=NC(=N1)N(C)C)N(C)C. Drug 2: CC(C)CN1C=NC2=C1C3=CC=CC=C3N=C2N. Cell line: KM12. Synergy scores: CSS=9.48, Synergy_ZIP=-5.83, Synergy_Bliss=-3.21, Synergy_Loewe=-6.11, Synergy_HSA=-6.02. (6) Drug 1: CN1CCC(CC1)COC2=C(C=C3C(=C2)N=CN=C3NC4=C(C=C(C=C4)Br)F)OC. Drug 2: CC1CCCC2(C(O2)CC(NC(=O)CC(C(C(=O)C(C1O)C)(C)C)O)C(=CC3=CSC(=N3)C)C)C. Cell line: SF-268. Synergy scores: CSS=0.536, Synergy_ZIP=1.85, Synergy_Bliss=3.10, Synergy_Loewe=-3.65, Synergy_HSA=-0.526. (7) Drug 1: C1CCC(C1)C(CC#N)N2C=C(C=N2)C3=C4C=CNC4=NC=N3. Drug 2: C1CCC(CC1)NC(=O)N(CCCl)N=O. Cell line: RXF 393. Synergy scores: CSS=19.5, Synergy_ZIP=-5.11, Synergy_Bliss=4.45, Synergy_Loewe=2.32, Synergy_HSA=4.54. (8) Drug 1: CCCCCOC(=O)NC1=NC(=O)N(C=C1F)C2C(C(C(O2)C)O)O. Drug 2: C1=NNC2=C1C(=O)NC=N2. Cell line: T-47D. Synergy scores: CSS=6.90, Synergy_ZIP=-0.144, Synergy_Bliss=2.78, Synergy_Loewe=0.966, Synergy_HSA=0.304.